Dataset: NCI-60 drug combinations with 297,098 pairs across 59 cell lines. Task: Regression. Given two drug SMILES strings and cell line genomic features, predict the synergy score measuring deviation from expected non-interaction effect. (1) Drug 1: CCN(CC)CCCC(C)NC1=C2C=C(C=CC2=NC3=C1C=CC(=C3)Cl)OC. Drug 2: N.N.Cl[Pt+2]Cl. Cell line: K-562. Synergy scores: CSS=61.6, Synergy_ZIP=1.87, Synergy_Bliss=2.23, Synergy_Loewe=7.10, Synergy_HSA=8.26. (2) Cell line: LOX IMVI. Synergy scores: CSS=73.4, Synergy_ZIP=1.18, Synergy_Bliss=2.16, Synergy_Loewe=3.40, Synergy_HSA=6.17. Drug 2: N.N.Cl[Pt+2]Cl. Drug 1: CCCCC(=O)OCC(=O)C1(CC(C2=C(C1)C(=C3C(=C2O)C(=O)C4=C(C3=O)C=CC=C4OC)O)OC5CC(C(C(O5)C)O)NC(=O)C(F)(F)F)O. (3) Drug 1: CN(C)C1=NC(=NC(=N1)N(C)C)N(C)C. Drug 2: CCC1(CC2CC(C3=C(CCN(C2)C1)C4=CC=CC=C4N3)(C5=C(C=C6C(=C5)C78CCN9C7C(C=CC9)(C(C(C8N6C)(C(=O)OC)O)OC(=O)C)CC)OC)C(=O)OC)O.OS(=O)(=O)O. Cell line: T-47D. Synergy scores: CSS=20.1, Synergy_ZIP=-6.11, Synergy_Bliss=-0.295, Synergy_Loewe=-34.3, Synergy_HSA=-3.84. (4) Synergy scores: CSS=2.97, Synergy_ZIP=-4.89, Synergy_Bliss=-6.47, Synergy_Loewe=-11.4, Synergy_HSA=-5.52. Drug 2: CCN(CC)CCCC(C)NC1=C2C=C(C=CC2=NC3=C1C=CC(=C3)Cl)OC. Drug 1: CNC(=O)C1=NC=CC(=C1)OC2=CC=C(C=C2)NC(=O)NC3=CC(=C(C=C3)Cl)C(F)(F)F. Cell line: OVCAR-4. (5) Drug 1: C1CCC(C1)C(CC#N)N2C=C(C=N2)C3=C4C=CNC4=NC=N3. Drug 2: CC1=C2C(C(=O)C3(C(CC4C(C3C(C(C2(C)C)(CC1OC(=O)C(C(C5=CC=CC=C5)NC(=O)OC(C)(C)C)O)O)OC(=O)C6=CC=CC=C6)(CO4)OC(=O)C)O)C)O. Cell line: CAKI-1. Synergy scores: CSS=37.8, Synergy_ZIP=-5.53, Synergy_Bliss=-5.92, Synergy_Loewe=-37.1, Synergy_HSA=-2.36. (6) Drug 1: CNC(=O)C1=CC=CC=C1SC2=CC3=C(C=C2)C(=NN3)C=CC4=CC=CC=N4. Drug 2: C1CC(=O)NC(=O)C1N2C(=O)C3=CC=CC=C3C2=O. Cell line: 786-0. Synergy scores: CSS=5.01, Synergy_ZIP=2.89, Synergy_Bliss=9.46, Synergy_Loewe=7.65, Synergy_HSA=8.14. (7) Drug 1: CN(C)C1=NC(=NC(=N1)N(C)C)N(C)C. Drug 2: CC1=C(N=C(N=C1N)C(CC(=O)N)NCC(C(=O)N)N)C(=O)NC(C(C2=CN=CN2)OC3C(C(C(C(O3)CO)O)O)OC4C(C(C(C(O4)CO)O)OC(=O)N)O)C(=O)NC(C)C(C(C)C(=O)NC(C(C)O)C(=O)NCCC5=NC(=CS5)C6=NC(=CS6)C(=O)NCCC[S+](C)C)O. Cell line: SW-620. Synergy scores: CSS=-4.37, Synergy_ZIP=1.64, Synergy_Bliss=-0.826, Synergy_Loewe=-6.84, Synergy_HSA=-5.29. (8) Drug 1: CCC1=CC2CC(C3=C(CN(C2)C1)C4=CC=CC=C4N3)(C5=C(C=C6C(=C5)C78CCN9C7C(C=CC9)(C(C(C8N6C)(C(=O)OC)O)OC(=O)C)CC)OC)C(=O)OC.C(C(C(=O)O)O)(C(=O)O)O. Drug 2: C1=NC2=C(N=C(N=C2N1C3C(C(C(O3)CO)O)F)Cl)N. Cell line: NCI-H226. Synergy scores: CSS=25.4, Synergy_ZIP=-0.0863, Synergy_Bliss=3.25, Synergy_Loewe=-4.60, Synergy_HSA=3.87. (9) Drug 1: CC1=C2C(C(=O)C3(C(CC4C(C3C(C(C2(C)C)(CC1OC(=O)C(C(C5=CC=CC=C5)NC(=O)OC(C)(C)C)O)O)OC(=O)C6=CC=CC=C6)(CO4)OC(=O)C)O)C)O. Drug 2: CC1C(C(CC(O1)OC2CC(CC3=C2C(=C4C(=C3O)C(=O)C5=CC=CC=C5C4=O)O)(C(=O)C)O)N)O. Cell line: M14. Synergy scores: CSS=46.0, Synergy_ZIP=-3.91, Synergy_Bliss=1.37, Synergy_Loewe=1.26, Synergy_HSA=2.93. (10) Drug 1: CC1=C2C(C(=O)C3(C(CC4C(C3C(C(C2(C)C)(CC1OC(=O)C(C(C5=CC=CC=C5)NC(=O)C6=CC=CC=C6)O)O)OC(=O)C7=CC=CC=C7)(CO4)OC(=O)C)O)C)OC(=O)C. Cell line: SF-539. Drug 2: N.N.Cl[Pt+2]Cl. Synergy scores: CSS=31.3, Synergy_ZIP=-4.56, Synergy_Bliss=-0.0473, Synergy_Loewe=-0.532, Synergy_HSA=2.42.